This data is from Full USPTO retrosynthesis dataset with 1.9M reactions from patents (1976-2016). The task is: Predict the reactants needed to synthesize the given product. (1) Given the product [NH2:22][C:19]1[N:20]=[CH:21][C:16]2[C:15]([C:23]([C:25]3[CH:30]=[C:29]([NH:31][C:40](=[O:41])[CH2:39][N:37]4[CH:38]=[C:34]([C:33]([F:43])([F:32])[F:44])[N:35]=[N:36]4)[CH:28]=[N:27][CH:26]=3)=[O:24])=[CH:14][N:13]([C:10]([CH3:11])([CH3:12])[CH2:9][OH:8])[C:17]=2[N:18]=1, predict the reactants needed to synthesize it. The reactants are: [Si]([O:8][CH2:9][C:10]([N:13]1[C:17]2[N:18]=[C:19]([NH2:22])[N:20]=[CH:21][C:16]=2[C:15]([C:23]([C:25]2[CH:26]=[N:27][CH:28]=[C:29]([NH2:31])[CH:30]=2)=[O:24])=[CH:14]1)([CH3:12])[CH3:11])(C(C)(C)C)(C)C.[F:32][C:33]([F:44])([F:43])[C:34]1[N:35]=[N:36][N:37]([CH2:39][C:40](O)=[O:41])[CH:38]=1. (2) Given the product [CH2:16]([NH:1][C@H:2]1[CH2:7][CH2:6][CH2:5][N:4]([C:8]([O:10][C:11]([CH3:14])([CH3:13])[CH3:12])=[O:9])[CH2:3]1)[CH2:17][CH3:18], predict the reactants needed to synthesize it. The reactants are: [NH2:1][C@H:2]1[CH2:7][CH2:6][CH2:5][N:4]([C:8]([O:10][C:11]([CH3:14])([CH3:13])[CH3:12])=[O:9])[CH2:3]1.Br[CH2:16][CH2:17][CH3:18].CCN(C(C)C)C(C)C. (3) Given the product [C:25]1([NH:24][C:21]([C:8]2[CH:9]=[N:10][C:11]3[C:16]([C:7]=2[C:1]2[CH:6]=[CH:5][CH:4]=[CH:3][CH:2]=2)=[CH:15][CH:14]=[CH:13][C:12]=3[C:17]([F:18])([F:19])[F:20])=[O:22])[CH:30]=[CH:29][CH:28]=[CH:27][CH:26]=1, predict the reactants needed to synthesize it. The reactants are: [C:1]1([C:7]2[C:16]3[C:11](=[C:12]([C:17]([F:20])([F:19])[F:18])[CH:13]=[CH:14][CH:15]=3)[N:10]=[CH:9][C:8]=2[C:21](O)=[O:22])[CH:6]=[CH:5][CH:4]=[CH:3][CH:2]=1.[NH2:24][C:25]1[CH:30]=[CH:29][CH:28]=[CH:27][CH:26]=1.CCN=C=NCCCN(C)C.Cl. (4) Given the product [NH2:25][C:23]([NH:1][C:2]1[N:11]=[CH:10][C:9]2[CH:8]=[CH:7][C:6]3[C:12]([C:16]([O:18][CH2:19][CH3:20])=[O:17])=[N:13][N:14]([CH3:15])[C:5]=3[C:4]=2[N:3]=1)=[O:24], predict the reactants needed to synthesize it. The reactants are: [NH2:1][C:2]1[N:11]=[CH:10][C:9]2[CH:8]=[CH:7][C:6]3[C:12]([C:16]([O:18][CH2:19][CH3:20])=[O:17])=[N:13][N:14]([CH3:15])[C:5]=3[C:4]=2[N:3]=1.ClC(Cl)(Cl)[C:23]([N:25]=C=O)=[O:24]. (5) Given the product [CH3:18][O:17][C:13]1[CH:12]=[C:11]2[C:16](=[CH:15][CH:14]=1)[CH:7]([CH2:6][C:5]1[CH:25]=[CH:26][C:2]([O:40][CH2:37][CH2:45][CH:36]3[CH2:35][CH2:34][CH2:33][CH2:32][NH:31]3)=[CH:3][CH:4]=1)[N:8]([C:19]1[CH:24]=[CH:23][CH:22]=[CH:21][CH:20]=1)[CH2:9][CH2:10]2, predict the reactants needed to synthesize it. The reactants are: O[C:2]1[CH:26]=[CH:25][C:5]([CH2:6][CH:7]2[C:16]3[C:11](=[CH:12][C:13]([O:17][CH3:18])=[CH:14][CH:15]=3)[CH2:10][CH2:9][N:8]2[C:19]2[CH:24]=[CH:23][CH:22]=[CH:21][CH:20]=2)=[CH:4][CH:3]=1.Cl.ClCC[N:31]1[CH2:36][CH2:35][CH2:34][CH2:33][CH2:32]1.[C:37](=[O:40])([O-])[O-].[K+].[K+].[Cl-].[NH4+].[CH3:45]N(C)C=O. (6) The reactants are: [Br:1][C:2]1[S:6][C:5]([C:7]([OH:9])=O)=[CH:4][CH:3]=1.S(Cl)([Cl:12])=O. Given the product [Br:1][C:2]1[S:6][C:5]([C:7]([Cl:12])=[O:9])=[CH:4][CH:3]=1, predict the reactants needed to synthesize it. (7) Given the product [CH:1]([O:4][C:5]1[CH:10]=[CH:9][CH:8]=[CH:7][C:6]=1[N:11]([CH3:30])[CH2:12][CH2:13][N:14]([CH2:15][C:16]1[CH:17]=[C:18]([C:22]([N:24]2[CH2:25][CH2:26][CH2:27][CH2:28][CH2:29]2)=[O:23])[CH:19]=[CH:20][CH:21]=1)[CH3:31])([CH3:3])[CH3:2], predict the reactants needed to synthesize it. The reactants are: [CH:1]([O:4][C:5]1[CH:10]=[CH:9][CH:8]=[CH:7][C:6]=1[N:11]([CH3:30])[CH2:12][CH2:13][NH:14][CH2:15][C:16]1[CH:17]=[C:18]([C:22]([N:24]2[CH2:29][CH2:28][CH2:27][CH2:26][CH2:25]2)=[O:23])[CH:19]=[CH:20][CH:21]=1)([CH3:3])[CH3:2].[CH:31](OC1C=CC=CC=1NCCNCC1C=C(C(N2CCCCC2)=O)C=CC=1)(C)C.